From a dataset of Peptide-MHC class II binding affinity with 134,281 pairs from IEDB. Regression. Given a peptide amino acid sequence and an MHC pseudo amino acid sequence, predict their binding affinity value. This is MHC class II binding data. The peptide sequence is GEVQIVDKIDAAFKI. The MHC is DRB3_0101 with pseudo-sequence DRB3_0101. The binding affinity (normalized) is 0.721.